From a dataset of PAMPA (Parallel Artificial Membrane Permeability Assay) permeability data from NCATS. Regression/Classification. Given a drug SMILES string, predict its absorption, distribution, metabolism, or excretion properties. Task type varies by dataset: regression for continuous measurements (e.g., permeability, clearance, half-life) or binary classification for categorical outcomes (e.g., BBB penetration, CYP inhibition). Dataset: pampa_ncats. (1) The molecule is CC1=CC=C(C=C1)S(=O)(=O)NCC2=CC=CC=C2. The result is 1 (high permeability). (2) The drug is CC1=CC(=CC=C1)N2C=NC3=C2C=CC(=C3)C(=O)N4CCCCC4. The result is 1 (high permeability).